Predict the product of the given reaction. From a dataset of Forward reaction prediction with 1.9M reactions from USPTO patents (1976-2016). (1) Given the reactants [CH:1]([N:4]1[C:8]([C:9]2[S:10][C:11]3[CH2:12][CH2:13][O:14][C:15]4[CH:22]=[C:21]([CH:23]5[CH2:26][N:25](CC(N)=O)[CH2:24]5)[CH:20]=[CH:19][C:16]=4[C:17]=3[N:18]=2)=[N:7][CH:6]=[N:5]1)([CH3:3])[CH3:2].O[C:32]([C:34]([F:37])([F:36])[F:35])=O.N1CC(C2C=CC3C4N=C(C5N(C(C)C)N=CN=5)SC=4CCOC=3C=2)C1.O(CC(F)(F)F)S(C(F)(F)F)(=O)=O, predict the reaction product. The product is: [CH:1]([N:4]1[C:8]([C:9]2[S:10][C:11]3[CH2:12][CH2:13][O:14][C:15]4[CH:22]=[C:21]([CH:23]5[CH2:24][N:25]([CH2:32][C:34]([F:37])([F:36])[F:35])[CH2:26]5)[CH:20]=[CH:19][C:16]=4[C:17]=3[N:18]=2)=[N:7][CH:6]=[N:5]1)([CH3:3])[CH3:2]. (2) Given the reactants [F:1][C:2]1[C:7]([C:8]2[CH:9]=[C:10]([CH:13]=[O:14])[S:11][CH:12]=2)=[CH:6][CH:5]=[CH:4][N:3]=1.[Br:15]Br, predict the reaction product. The product is: [Br:15][C:12]1[S:11][C:10]([CH:13]=[O:14])=[CH:9][C:8]=1[C:7]1[C:2]([F:1])=[N:3][CH:4]=[CH:5][CH:6]=1. (3) Given the reactants CC(O)=O.O.[CH3:6][O:7][C:8]1[CH:13]=[C:12]([O:14][CH3:15])[C:11]([N+:16]([O-])=O)=[CH:10][C:9]=1[N:19]1[CH2:24][CH2:23][O:22][CH2:21][CH2:20]1, predict the reaction product. The product is: [CH3:15][O:14][C:12]1[CH:13]=[C:8]([O:7][CH3:6])[C:9]([N:19]2[CH2:20][CH2:21][O:22][CH2:23][CH2:24]2)=[CH:10][C:11]=1[NH2:16]. (4) Given the reactants Cl[CH2:2][C:3]1[N:8]=[C:7]([C:9]([NH:11][C:12]2[CH:17]=[CH:16][C:15]([N:18]3[CH2:23][CH2:22][CH2:21][CH2:20][CH2:19]3)=[CH:14][C:13]=2[C:24]2[CH:29]=[C:28]([C:30](=[O:43])[NH:31][CH2:32][C:33]3[CH:38]=[CH:37][CH:36]=[C:35]([C:39]([F:42])([F:41])[F:40])[CH:34]=3)[CH:27]=[CH:26][N:25]=2)=[O:10])[CH:6]=[CH:5][CH:4]=1.[NH:44]1[CH2:49][CH2:48][CH:47]([NH:50][C:51](=[O:53])[CH3:52])[CH2:46][CH2:45]1.C(=O)([O-])[O-].[K+].[K+].[I-].[K+], predict the reaction product. The product is: [C:51]([NH:50][CH:47]1[CH2:48][CH2:49][N:44]([CH2:2][C:3]2[N:8]=[C:7]([C:9]([NH:11][C:12]3[CH:17]=[CH:16][C:15]([N:18]4[CH2:23][CH2:22][CH2:21][CH2:20][CH2:19]4)=[CH:14][C:13]=3[C:24]3[CH:29]=[C:28]([C:30](=[O:43])[NH:31][CH2:32][C:33]4[CH:38]=[CH:37][CH:36]=[C:35]([C:39]([F:42])([F:41])[F:40])[CH:34]=4)[CH:27]=[CH:26][N:25]=3)=[O:10])[CH:6]=[CH:5][CH:4]=2)[CH2:45][CH2:46]1)(=[O:53])[CH3:52]. (5) The product is: [CH2:19]([O:12][C:6]1[CH:7]=[CH:8][C:9]([CH3:11])=[CH:10][C:5]=1[C:1]([CH3:4])([CH3:3])[CH3:2])[C:20]1[CH:25]=[CH:24][CH:23]=[CH:22][CH:21]=1. Given the reactants [C:1]([C:5]1[CH:10]=[C:9]([CH3:11])[CH:8]=[CH:7][C:6]=1[OH:12])([CH3:4])([CH3:3])[CH3:2].C(=O)([O-])[O-].[K+].[K+].[CH2:19](Cl)[C:20]1[CH:25]=[CH:24][CH:23]=[CH:22][CH:21]=1, predict the reaction product. (6) Given the reactants [Cl:1]CC(O)=O.N.[Ca+2].[NH:8]([CH2:13][C:14]([O-:16])=[O:15])[CH2:9][C:10]([O-:12])=[O:11].Cl, predict the reaction product. The product is: [ClH:1].[NH:8]([CH2:13][C:14]([OH:16])=[O:15])[CH2:9][C:10]([OH:12])=[O:11]. (7) Given the reactants C(OC([N:8]1[CH2:13][CH2:12][C:11]([CH2:17][C:18]2[CH:23]=[CH:22][C:21]([Cl:24])=[C:20]([Cl:25])[CH:19]=2)([CH2:14][O:15][CH3:16])[CH2:10][CH2:9]1)=O)(C)(C)C.FC(F)(F)C(O)=O, predict the reaction product. The product is: [Cl:25][C:20]1[CH:19]=[C:18]([CH:23]=[CH:22][C:21]=1[Cl:24])[CH2:17][C:11]1([CH2:14][O:15][CH3:16])[CH2:10][CH2:9][NH:8][CH2:13][CH2:12]1. (8) Given the reactants Br[C:2]1[CH:3]=[C:4]([NH:10][C:11]2[NH:15][N:14]=[C:13]([CH:16]3[CH2:18][CH2:17]3)[CH:12]=2)[C:5](=[O:9])[N:6]([CH3:8])[CH:7]=1.[C:19]([O:22][CH2:23][C:24]1[C:25]([N:39]2[CH2:51][CH2:50][N:42]3[C:43]4[CH2:44][CH2:45][CH2:46][CH2:47][C:48]=4[CH:49]=[C:41]3[C:40]2=[O:52])=[N:26][CH:27]=[CH:28][C:29]=1B1OC(C)(C)C(C)(C)O1)(=[O:21])[CH3:20].[O-]P([O-])([O-])=O.[K+].[K+].[K+].CC([O-])=O.[Na+], predict the reaction product. The product is: [C:19]([O:22][CH2:23][C:24]1[C:25]([N:39]2[CH2:51][CH2:50][N:42]3[C:43]4[CH2:44][CH2:45][CH2:46][CH2:47][C:48]=4[CH:49]=[C:41]3[C:40]2=[O:52])=[N:26][CH:27]=[CH:28][C:29]=1[C:2]1[CH:3]=[C:4]([NH:10][C:11]2[CH:12]=[C:13]([CH:16]3[CH2:18][CH2:17]3)[NH:14][N:15]=2)[C:5](=[O:9])[N:6]([CH3:8])[CH:7]=1)(=[O:21])[CH3:20].